This data is from Catalyst prediction with 721,799 reactions and 888 catalyst types from USPTO. The task is: Predict which catalyst facilitates the given reaction. (1) Product: [C:13]([O:12][C:11]([N:10]([C:7]1[C:6]2[CH:25]=[C:2]([CH3:36])[C:3]([CH2:26][O:27][C:28]3[CH:33]=[CH:32][C:31]([Cl:34])=[C:30]([Cl:35])[CH:29]=3)=[CH:4][C:5]=2[O:9][N:8]=1)[C:18](=[O:19])[O:20][C:21]([CH3:24])([CH3:23])[CH3:22])=[O:17])([CH3:16])([CH3:15])[CH3:14]. Reactant: Br[C:2]1[C:3]([CH2:26][O:27][C:28]2[CH:33]=[CH:32][C:31]([Cl:34])=[C:30]([Cl:35])[CH:29]=2)=[CH:4][C:5]2[O:9][N:8]=[C:7]([N:10]([C:18]([O:20][C:21]([CH3:24])([CH3:23])[CH3:22])=[O:19])[C:11](=[O:17])[O:12][C:13]([CH3:16])([CH3:15])[CH3:14])[C:6]=2[CH:25]=1.[CH3:36][B-](F)(F)F.[K+].[F-].[Cs+]. The catalyst class is: 117. (2) Reactant: Br[C:2]1[CH:3]=[C:4]([N:8]([CH3:10])[CH3:9])[CH:5]=[CH:6][CH:7]=1.[C:11]([N:13]1[C:21]2[CH:20]=[CH:19][C:18]([CH3:22])=[CH:17][C:16]=2[CH:15]2[CH2:23][N:24]([CH3:27])[CH2:25][CH2:26][CH:14]12)#[CH:12].CCCC[N+](CCCC)(CCCC)CCCC.[F-]. The catalyst class is: 6. Product: [CH3:27][N:24]1[CH2:25][CH2:26][C:14]2[N:13]([C:11]#[C:12][C:2]3[CH:3]=[C:4]([CH:5]=[CH:6][CH:7]=3)[N:8]([CH3:10])[CH3:9])[C:21]3[CH:20]=[CH:19][C:18]([CH3:22])=[CH:17][C:16]=3[C:15]=2[CH2:23]1. (3) Reactant: [Cl:1][C:2]1[CH:3]=[C:4]2[CH:10]=[CH:9][NH:8][C:5]2=[N:6][CH:7]=1.[OH-].[K+].[CH2:13]([O:20][C:21](=[O:33])[NH:22][C:23]1[CH:28]=[CH:27][C:26]([F:29])=[C:25]([CH:30]=[O:31])[C:24]=1[F:32])[C:14]1[CH:19]=[CH:18][CH:17]=[CH:16][CH:15]=1. Product: [CH2:13]([O:20][C:21](=[O:33])[NH:22][C:23]1[CH:28]=[CH:27][C:26]([F:29])=[C:25]([CH:30]([C:10]2[C:4]3[C:5](=[N:6][CH:7]=[C:2]([Cl:1])[CH:3]=3)[NH:8][CH:9]=2)[OH:31])[C:24]=1[F:32])[C:14]1[CH:19]=[CH:18][CH:17]=[CH:16][CH:15]=1. The catalyst class is: 240. (4) Reactant: Br[CH:2]([C:12]1[CH:13]=[C:14]2[C:19](=[CH:20][CH:21]=1)[N:18]=[CH:17][CH:16]=[CH:15]2)[C:3]([C:5]1[CH:10]=[CH:9][CH:8]=[C:7]([CH3:11])[N:6]=1)=O.[NH2:22][C:23]1[CH:28]=[CH:27][CH:26]=[CH:25][N:24]=1.O. Product: [CH3:11][C:7]1[N:6]=[C:5]([C:3]2[N:22]=[C:23]3[CH:28]=[CH:27][CH:26]=[CH:25][N:24]3[C:2]=2[C:12]2[CH:13]=[C:14]3[C:19](=[CH:20][CH:21]=2)[N:18]=[CH:17][CH:16]=[CH:15]3)[CH:10]=[CH:9][CH:8]=1. The catalyst class is: 9.